Predict the reactants needed to synthesize the given product. From a dataset of Full USPTO retrosynthesis dataset with 1.9M reactions from patents (1976-2016). Given the product [CH2:1]([O:8][C:9]1[C:18]([F:19])=[C:17]2[C:12]([C:13]3[CH:24]=[CH:23][C:22]([O:25][CH2:26][CH3:27])=[C:21]([F:28])[C:14]=3[CH2:15][O:16]2)=[CH:11][CH:10]=1)[C:2]1[CH:3]=[CH:4][CH:5]=[CH:6][CH:7]=1, predict the reactants needed to synthesize it. The reactants are: [CH2:1]([O:8][C:9]1[C:18]([F:19])=[C:17]2[C:12]([C:13]3[CH:24]=[CH:23][C:22]([O:25][CH2:26][CH3:27])=[C:21]([F:28])[C:14]=3[C:15](=O)[O:16]2)=[CH:11][CH:10]=1)[C:2]1[CH:7]=[CH:6][CH:5]=[CH:4][CH:3]=1.BrC1C=CC(OCC)=C(F)C=1.COCCOC.[BH4-].[Na+].